The task is: Predict the reactants needed to synthesize the given product.. This data is from Full USPTO retrosynthesis dataset with 1.9M reactions from patents (1976-2016). (1) The reactants are: [C:1]([O:6][C:7]1[CH:8]=[CH:9][CH:10]=[C:11]2[C:16]=1[N:15]=[CH:14][CH:13]=[CH:12]2)(=[O:5])[C:2]([CH3:4])=[CH2:3].[C:17]([O-:22])(=[O:21])[C:18]([CH3:20])=[CH2:19]. Given the product [C:1]([O:6][C:7]1[CH:8]=[CH:9][CH:10]=[C:11]2[C:16]=1[N:15]=[CH:14][CH:13]=[CH:12]2)(=[O:5])[C:2]([CH3:4])=[CH2:3].[C:1]([O:6][CH3:7])(=[O:5])[C:2]([CH3:4])=[CH2:3].[C:17]([O:22][CH2:2][CH2:1][OH:5])(=[O:21])[C:18]([CH3:20])=[CH2:19], predict the reactants needed to synthesize it. (2) Given the product [CH2:111]([O:110][C:107]1[CH:106]=[CH:105][C:104]([CH2:103][C@H:98]([NH:97][C:49]([C@@H:35](/[CH:34]=[CH:33]/[CH2:32][CH2:31][CH2:30][CH2:29][CH2:28][CH2:27][C:26]([F:25])([F:59])[CH2:52][CH2:53][CH2:54][CH2:55][CH2:56][CH2:57][CH3:58])[C@@:36]([OH:48])([CH2:44][CH2:45][O:46][CH3:47])[C:37]([O:39][C:40]([CH3:43])([CH3:42])[CH3:41])=[O:38])=[O:50])[C:99]([O:101][CH3:102])=[O:100])=[CH:109][CH:108]=1)[C:112]#[C:113][CH3:114], predict the reactants needed to synthesize it. The reactants are: F[P-](F)(F)(F)(F)F.CN([C+](N(C)C)N1C2C(=NC=CC=2)[N+]([O-])=N1)C.[F:25][C:26]([F:59])([CH2:52][CH2:53][CH2:54][CH2:55][CH2:56][CH2:57][CH3:58])[CH2:27][CH2:28][CH2:29][CH2:30][CH2:31][CH2:32]/[CH:33]=[CH:34]/[C@H:35]([C:49]([O-])=[O:50])[C@@:36]([OH:48])([CH2:44][CH2:45][O:46][CH3:47])[C:37]([O:39][C:40]([CH3:43])([CH3:42])[CH3:41])=[O:38].C(C1(CCCCCC/C=C/[C@H](C([O-])=O)[C@@](O)(CCOC)C(OC(C)(C)C)=O)OCCO1)CCCCCC.[NH2:97][C@@H:98]([CH2:103][C:104]1[CH:109]=[CH:108][C:107]([O:110][CH2:111][CH2:112][CH2:113][CH3:114])=[CH:106][CH:105]=1)[C:99]([O:101][CH3:102])=[O:100]. (3) The reactants are: Cl[C:2]1[N:7]=[CH:6][C:5]([C:8]2[CH:13]=[CH:12][N:11]=[C:10]([NH:14][C:15]3[CH:16]=[C:17]([NH:22][C:23](=[O:34])[C:24]4[CH:29]=[CH:28][CH:27]=[C:26]([C:30]([F:33])([F:32])[F:31])[CH:25]=4)[CH:18]=[CH:19][C:20]=3[CH3:21])[N:9]=2)=[CH:4][CH:3]=1.C(=O)([O-])[O-].[K+].[K+].[SH:41][CH2:42][CH:43]([OH:45])[CH3:44]. Given the product [OH:45][CH:43]([CH3:44])[CH2:42][S:41][C:2]1[N:7]=[CH:6][C:5]([C:8]2[CH:13]=[CH:12][N:11]=[C:10]([NH:14][C:15]3[CH:16]=[C:17]([NH:22][C:23](=[O:34])[C:24]4[CH:29]=[CH:28][CH:27]=[C:26]([C:30]([F:33])([F:32])[F:31])[CH:25]=4)[CH:18]=[CH:19][C:20]=3[CH3:21])[N:9]=2)=[CH:4][CH:3]=1, predict the reactants needed to synthesize it. (4) The reactants are: [CH3:1][O:2][C:3]1[CH:8]=[C:7]([O:9][CH3:10])[N:6]=[C:5]([N:11]2[C:20](=[O:21])[C:19]3[C:14](=[CH:15][C:16]([C:22](O)=[O:23])=[CH:17][CH:18]=3)[NH:13][C:12]2=[S:25])[N:4]=1.CN(C(ON1N=NC2C=CC=NC1=2)=[N+](C)C)C.F[P-](F)(F)(F)(F)F.CCN(C(C)C)C(C)C.Cl.[NH2:60][CH2:61][C:62]1[CH:71]=[CH:70][C:65]([C:66]([O:68]C)=[O:67])=[CH:64][CH:63]=1. Given the product [CH3:1][O:2][C:3]1[CH:8]=[C:7]([O:9][CH3:10])[N:6]=[C:5]([N:11]2[C:20](=[O:21])[C:19]3[C:14](=[CH:15][C:16]([C:22]([NH:60][CH2:61][C:62]4[CH:71]=[CH:70][C:65]([C:66]([OH:68])=[O:67])=[CH:64][CH:63]=4)=[O:23])=[CH:17][CH:18]=3)[NH:13][C:12]2=[S:25])[N:4]=1, predict the reactants needed to synthesize it. (5) Given the product [O:20]1[C:24]2[CH:25]=[CH:26][C:27]([CH:29]3[CH2:31][N:30]3[C:9]3[CH:13]4[O:14][C:15]([CH3:18])([CH3:17])[O:16][CH:12]4[C:11](=[O:19])[CH:10]=3)=[CH:28][C:23]=2[O:22][CH2:21]1, predict the reactants needed to synthesize it. The reactants are: C(N(CC)CC)C.Cl[C:9]1[CH:13]2[O:14][C:15]([CH3:18])([CH3:17])[O:16][CH:12]2[C:11](=[O:19])[CH:10]=1.[O:20]1[C:24]2[CH:25]=[CH:26][C:27]([CH:29]3[CH2:31][NH:30]3)=[CH:28][C:23]=2[O:22][CH2:21]1. (6) Given the product [F:24][C:25]1[CH:26]=[C:27]([NH:28][C:4]([C:6]2[NH:7][C:8]3[C:13]([CH:14]=2)=[CH:12][C:11]([N:15]2[CH2:16][CH2:17][N:18]([CH:21]([CH3:23])[CH3:22])[CH2:19][CH2:20]2)=[CH:10][CH:9]=3)=[O:3])[CH:29]=[CH:30][C:31]=1[F:32], predict the reactants needed to synthesize it. The reactants are: C([O:3][C:4]([C:6]1[NH:7][C:8]2[C:13]([CH:14]=1)=[CH:12][C:11]([N:15]1[CH2:20][CH2:19][N:18]([CH:21]([CH3:23])[CH3:22])[CH2:17][CH2:16]1)=[CH:10][CH:9]=2)=O)C.[F:24][C:25]1[CH:26]=[C:27]([CH:29]=[CH:30][C:31]=1[F:32])[NH2:28].